This data is from Forward reaction prediction with 1.9M reactions from USPTO patents (1976-2016). The task is: Predict the product of the given reaction. (1) Given the reactants [CH3:1][C:2]([CH3:13])([CH3:12])[C:3]([NH:5][C:6]1[CH:11]=[CH:10][CH:9]=[CH:8][N:7]=1)=[O:4].CN(C)CCN(C)C.C([Li])CCC.[I:27]I, predict the reaction product. The product is: [I:27][C:11]1[C:6]([NH:5][C:3](=[O:4])[C:2]([CH3:13])([CH3:12])[CH3:1])=[N:7][CH:8]=[CH:9][CH:10]=1. (2) Given the reactants C([N:8]1[CH2:13][CH2:12][CH:11]([CH2:14][OH:15])[CH:10]([OH:16])[CH2:9]1)C1C=CC=CC=1.[H][H], predict the reaction product. The product is: [OH:15][CH2:14][CH:11]1[CH2:12][CH2:13][NH:8][CH2:9][CH:10]1[OH:16].